From a dataset of Reaction yield outcomes from USPTO patents with 853,638 reactions. Predict the reaction yield, written as a fraction of the theoretical maximum amount of product (1.0 means a 100% yield; for example, 0.34 means a 34% yield). (1) The reactants are [Cl-].O[NH3+:3].[C:4](=[O:7])([O-])[OH:5].[Na+].CS(C)=O.[CH3:13][C:14]1[N:51]=[C:17]2[N:18]([C:41]3[CH:42]=[CH:43][C:44]4[O:48][CH:47]([CH3:49])[CH2:46][C:45]=4[CH:50]=3)[C:19](=[O:40])[C:20]([CH2:25][C:26]3[CH:31]=[CH:30][C:29]([C:32]4[C:33]([C:38]#[N:39])=[CH:34][CH:35]=[CH:36][CH:37]=4)=[CH:28][CH:27]=3)=[C:21]([CH2:22][CH2:23][CH3:24])[N:16]2[N:15]=1. The catalyst is C(OCC)(=O)C. The product is [CH3:13][C:14]1[N:51]=[C:17]2[N:18]([C:41]3[CH:42]=[CH:43][C:44]4[O:48][CH:47]([CH3:49])[CH2:46][C:45]=4[CH:50]=3)[C:19](=[O:40])[C:20]([CH2:25][C:26]3[CH:27]=[CH:28][C:29]([C:32]4[CH:37]=[CH:36][CH:35]=[CH:34][C:33]=4[C:38]4[NH:3][C:4](=[O:7])[O:5][N:39]=4)=[CH:30][CH:31]=3)=[C:21]([CH2:22][CH2:23][CH3:24])[N:16]2[N:15]=1. The yield is 0.500. (2) The reactants are C([O:8][C:9]1[CH:10]=[CH:11][C:12]([C@@H:20]([OH:42])[CH2:21][NH:22][CH2:23][CH2:24][C:25]2[CH:30]=[CH:29][C:28]([O:31][CH2:32][C:33]([F:41])([F:40])[C:34]3[CH:39]=[CH:38][CH:37]=[CH:36][CH:35]=3)=[CH:27][CH:26]=2)=[C:13]2[C:18]=1[NH:17][C:16](=[O:19])[CH:15]=[CH:14]2)C1C=CC=CC=1. The catalyst is [Pd]. The product is [F:41][C:33]([F:40])([C:34]1[CH:39]=[CH:38][CH:37]=[CH:36][CH:35]=1)[CH2:32][O:31][C:28]1[CH:29]=[CH:30][C:25]([CH2:24][CH2:23][NH:22][CH2:21][C@@H:20]([C:12]2[CH:11]=[CH:10][C:9]([OH:8])=[C:18]3[C:13]=2[CH:14]=[CH:15][C:16](=[O:19])[NH:17]3)[OH:42])=[CH:26][CH:27]=1. The yield is 0.890. (3) The reactants are [NH:1]1[C:5]2[CH2:6][CH2:7][O:8][CH2:9][C:4]=2[C:3]([C:10]([O:12][CH2:13][CH3:14])=[O:11])=[N:2]1.[Br:15][C:16]1[CH:17]=[C:18](B(O)O)[CH:19]=[CH:20][CH:21]=1. No catalyst specified. The product is [Br:15][C:16]1[CH:21]=[C:20]([N:1]2[C:5]3[CH2:6][CH2:7][O:8][CH2:9][C:4]=3[C:3]([C:10]([O:12][CH2:13][CH3:14])=[O:11])=[N:2]2)[CH:19]=[CH:18][CH:17]=1. The yield is 0.190. (4) The reactants are [C:1]([O:4][CH2:5][C@@H:6]1[C@@H:13]2[C@@H:9]([O:10][C:11]([CH3:15])([CH3:14])[O:12]2)[C@H:8]([N:16]2[CH:24]=[N:23][C:22]3[C:17]2=[N:18][CH:19]=[N:20][C:21]=3Cl)[CH2:7]1)(=[O:3])[CH3:2].[Na+].[I-:27].FC(F)(F)C(O)=O. The catalyst is CC(=O)CC. The product is [C:1]([O:4][CH2:5][C@@H:6]1[C@@H:13]2[C@@H:9]([O:10][C:11]([CH3:15])([CH3:14])[O:12]2)[C@H:8]([N:16]2[CH:24]=[N:23][C:22]3[C:17]2=[N:18][CH:19]=[N:20][C:21]=3[I:27])[CH2:7]1)(=[O:3])[CH3:2]. The yield is 0.670. (5) The reactants are [I-:1].[Na+].Br[C:4]1[CH:5]=[C:6]2[C:11](=[CH:12][CH:13]=1)[N:10]=[CH:9][CH:8]=[CH:7]2. The catalyst is [Cu]I.O1CCOCC1. The product is [I:1][C:4]1[CH:5]=[C:6]2[C:11](=[CH:12][CH:13]=1)[N:10]=[CH:9][CH:8]=[CH:7]2. The yield is 0.920. (6) The reactants are [Br:1][C:2]1[CH:3]=[C:4]([CH2:7][N:8]2[C:12](=[O:13])[O:11][N:10]=[C:9]2[C:14]2[C:18]([NH:19][CH2:20][CH2:21][O:22]C)=[N:17][O:16][N:15]=2)[O:5][CH:6]=1.B(Br)(Br)Br.C(=O)(O)[O-].[Na+]. The catalyst is ClCCl.O. The product is [Br:1][C:2]1[CH:3]=[C:4]([CH2:7][N:8]2[C:12](=[O:13])[O:11][N:10]=[C:9]2[C:14]2[C:18]([NH:19][CH2:20][CH2:21][OH:22])=[N:17][O:16][N:15]=2)[O:5][CH:6]=1. The yield is 0.970. (7) The reactants are [CH2:1]([O:3][C:4]([C:6]1([NH:11][C:12]([CH:14]2[CH2:18][CH:17]([O:19][Si:20]([C:23]([CH3:26])([CH3:25])[CH3:24])([CH3:22])[CH3:21])[CH2:16][N:15]2[C:27](=[O:44])[CH:28]([NH:36][C:37]([O:39][C:40]([CH3:43])([CH3:42])[CH3:41])=[O:38])[CH2:29][CH2:30][CH2:31][CH2:32][CH2:33]C=C)=[O:13])[CH2:8][CH:7]1[CH:9]=[CH2:10])=[O:5])[CH3:2].C1(P(C2CCCCC2)C2CCCCC2)CCCCC1. The catalyst is C(Cl)Cl. The product is [CH2:1]([O:3][C:4]([C:6]12[CH2:8][CH:7]1[CH:9]=[CH:10][CH2:33][CH2:32][CH2:31][CH2:30][CH2:29][CH:28]([NH:36][C:37]([O:39][C:40]([CH3:42])([CH3:43])[CH3:41])=[O:38])[C:27](=[O:44])[N:15]1[CH:14]([CH2:18][CH:17]([O:19][Si:20]([C:23]([CH3:24])([CH3:26])[CH3:25])([CH3:21])[CH3:22])[CH2:16]1)[C:12](=[O:13])[NH:11]2)=[O:5])[CH3:2]. The yield is 0.960. (8) The reactants are [CH2:1]([O:8][CH2:9][C:10]([NH:18]S(C(C)(C)C)=O)([C:12]1[N:16]=[C:15]([CH3:17])[O:14][N:13]=1)[CH3:11])[C:2]1[CH:7]=[CH:6][CH:5]=[CH:4][CH:3]=1.Cl.O1CCOCC1. The catalyst is CO. The product is [CH2:1]([O:8][CH2:9][C:10]([C:12]1[N:16]=[C:15]([CH3:17])[O:14][N:13]=1)([NH2:18])[CH3:11])[C:2]1[CH:3]=[CH:4][CH:5]=[CH:6][CH:7]=1. The yield is 0.960. (9) The catalyst is C([O-])(=O)C.[Cu+2].C([O-])(=O)C.C(OCC)(=O)C.C(Cl)Cl. The product is [CH2:1]([C:3]1[N:4]=[C:5]([CH3:25])[N:6]([C:26]2[CH:31]=[CH:30][CH:29]=[CH:28][CH:27]=2)[C:7](=[O:24])[C:8]=1[CH2:9][C:10]1[CH:15]=[CH:14][C:13]([C:16]2[C:17]([C:22]#[N:23])=[CH:18][CH:19]=[CH:20][CH:21]=2)=[CH:12][CH:11]=1)[CH3:2]. The reactants are [CH2:1]([C:3]1[N:4]=[C:5]([CH3:25])[NH:6][C:7](=[O:24])[C:8]=1[CH2:9][C:10]1[CH:15]=[CH:14][C:13]([C:16]2[C:17]([C:22]#[N:23])=[CH:18][CH:19]=[CH:20][CH:21]=2)=[CH:12][CH:11]=1)[CH3:2].[C:26]1(B(O)O)[CH:31]=[CH:30][CH:29]=[CH:28][CH:27]=1.C(N(CC)CC)C.N1C=CC=CC=1. The yield is 0.340. (10) The reactants are [CH:1]1[CH:2]=[CH:3][C:4](NC2C(Cl)=CC=CC=2Cl)=[C:5]([CH2:7][C:8]([OH:10])=[O:9])[CH:6]=1.[C:20]12(C)[C:27](C)(C)C(C[CH2:26]1)C[C:21]2=O.[CH:31]1(C)CCC(C(C)C)C(O)C1. No catalyst specified. The product is [OH:10][C:8]([CH:7]([C:5]1[CH:6]=[CH:1][C:2]([CH2:21][CH:20]([CH3:27])[CH3:26])=[CH:3][CH:4]=1)[CH3:31])=[O:9]. The yield is 0.0500.